Task: Regression. Given a peptide amino acid sequence and an MHC pseudo amino acid sequence, predict their binding affinity value. This is MHC class I binding data.. Dataset: Peptide-MHC class I binding affinity with 185,985 pairs from IEDB/IMGT (1) The MHC is HLA-A01:01 with pseudo-sequence HLA-A01:01. The peptide sequence is LTDSDSPTY. The binding affinity (normalized) is 0.703. (2) The peptide sequence is LLEDWGPCA. The MHC is Patr-A0701 with pseudo-sequence Patr-A0701. The binding affinity (normalized) is 0.00106. (3) The peptide sequence is VYFVLTDRF. The MHC is HLA-A26:02 with pseudo-sequence HLA-A26:02. The binding affinity (normalized) is 0.0847. (4) The peptide sequence is DLLENLQAY. The MHC is HLA-A02:01 with pseudo-sequence HLA-A02:01. The binding affinity (normalized) is 0.0847.